Dataset: Full USPTO retrosynthesis dataset with 1.9M reactions from patents (1976-2016). Task: Predict the reactants needed to synthesize the given product. Given the product [CH3:13][NH:12][CH2:11][CH:8]1[CH2:7][C:6]2[CH:5]=[CH:4][CH:3]=[C:2]([C:20]3[CH:19]=[CH:18][CH:17]=[C:16]([O:15][CH3:14])[CH:21]=3)[C:10]=2[O:9]1, predict the reactants needed to synthesize it. The reactants are: Br[C:2]1[C:10]2[O:9][CH:8]([CH2:11][NH:12][CH3:13])[CH2:7][C:6]=2[CH:5]=[CH:4][CH:3]=1.[CH3:14][O:15][C:16]1[CH:17]=[C:18](B(O)O)[CH:19]=[CH:20][CH:21]=1.